Dataset: Catalyst prediction with 721,799 reactions and 888 catalyst types from USPTO. Task: Predict which catalyst facilitates the given reaction. Reactant: C(O)(=O)[C@H:2]([C:4]1C=CC=C[CH:5]=1)[OH:3].[CH3:12][C@H:13]1[CH2:18][CH2:17][CH2:16][NH:15][CH2:14]1.BrCCCO.C(=O)([O-])[O-].[K+].[K+]. Product: [CH3:12][C@H:13]1[CH2:18][CH2:17][CH2:16][N:15]([CH2:5][CH2:4][CH2:2][OH:3])[CH2:14]1. The catalyst class is: 1.